This data is from Forward reaction prediction with 1.9M reactions from USPTO patents (1976-2016). The task is: Predict the product of the given reaction. (1) The product is: [CH2:49]([O:51][C:52](=[O:57])[CH2:53][CH2:54][CH2:55][NH:56][C:3]([C:5]1[C:6]([OH:31])=[C:7]2[C:12](=[CH:13][N:14]=1)[N:11]([CH2:15][C:16]1[CH:17]=[CH:18][CH:19]=[CH:20][CH:21]=1)[C:10](=[O:22])[C:9]([C:23]1[CH:28]=[CH:27][CH:26]=[C:25]([O:29][CH3:30])[CH:24]=1)=[CH:8]2)=[O:4])[CH3:50]. Given the reactants CO[C:3]([C:5]1[C:6]([OH:31])=[C:7]2[C:12](=[CH:13][N:14]=1)[N:11]([CH2:15][C:16]1[CH:21]=[CH:20][CH:19]=[CH:18][CH:17]=1)[C:10](=[O:22])[C:9]([C:23]1[CH:28]=[CH:27][CH:26]=[C:25]([O:29][CH3:30])[CH:24]=1)=[CH:8]2)=[O:4].[OH-].[Na+].C1C=CC2N(O)N=NC=2C=1.C(Cl)CCl.Cl.[CH2:49]([O:51][C:52](=[O:57])[CH2:53][CH2:54][CH2:55][NH2:56])[CH3:50].CCN(C(C)C)C(C)C, predict the reaction product. (2) Given the reactants C(=O)([O-])[O-].[K+].[K+].[C:7]1(/[CH:13]=[CH:14]/B(O)O)[CH:12]=[CH:11][CH:10]=[CH:9][CH:8]=1.I[C:19]1[CH:24]=[CH:23][N:22]([CH2:25][CH2:26][C@@:27]([CH3:42])([S:38]([CH3:41])(=[O:40])=[O:39])[C:28]([NH:30][O:31][CH:32]2[CH2:37][CH2:36][CH2:35][CH2:34][O:33]2)=[O:29])[C:21](=[O:43])[CH:20]=1.O1CCOCC1.O, predict the reaction product. The product is: [CH3:42][C@@:27]([S:38]([CH3:41])(=[O:39])=[O:40])([CH2:26][CH2:25][N:22]1[CH:23]=[CH:24][C:19](/[CH:14]=[CH:13]/[C:7]2[CH:12]=[CH:11][CH:10]=[CH:9][CH:8]=2)=[CH:20][C:21]1=[O:43])[C:28]([NH:30][O:31][CH:32]1[CH2:37][CH2:36][CH2:35][CH2:34][O:33]1)=[O:29]. (3) Given the reactants [Cl:1][C:2]1[S:6][C:5]([C:7]([NH:9][C@@H:10]([CH2:23][C:24]2[CH:29]=[CH:28][CH:27]=[CH:26][C:25]=2[C:30]([F:33])([F:32])[F:31])[CH2:11][N:12]2C(=O)C3C(=CC=CC=3)C2=O)=[O:8])=[CH:4][C:3]=1[C:34]1[N:38]([CH3:39])[N:37]=[N:36][CH:35]=1.NN, predict the reaction product. The product is: [NH2:12][CH2:11][C@@H:10]([NH:9][C:7]([C:5]1[S:6][C:2]([Cl:1])=[C:3]([C:34]2[N:38]([CH3:39])[N:37]=[N:36][CH:35]=2)[CH:4]=1)=[O:8])[CH2:23][C:24]1[CH:29]=[CH:28][CH:27]=[CH:26][C:25]=1[C:30]([F:33])([F:32])[F:31]. (4) Given the reactants [CH2:1]([O:8][C:9]1[C:10]([O:23][CH3:24])=[CH:11][C:12]([C:17]2[N:21]=[C:20]([CH3:22])[O:19][N:18]=2)=[C:13]([CH:16]=1)[CH:14]=[O:15])[C:2]1[CH:7]=[CH:6][CH:5]=[CH:4][CH:3]=1.[C:25]1([Mg]Br)[CH:30]=[CH:29][CH:28]=[CH:27][CH:26]=1.[Cl-].[NH4+].Cl, predict the reaction product. The product is: [CH2:1]([O:8][C:9]1[C:10]([O:23][CH3:24])=[CH:11][C:12]([C:17]2[N:21]=[C:20]([CH3:22])[O:19][N:18]=2)=[C:13]([CH:14]([C:25]2[CH:30]=[CH:29][CH:28]=[CH:27][CH:26]=2)[OH:15])[CH:16]=1)[C:2]1[CH:3]=[CH:4][CH:5]=[CH:6][CH:7]=1. (5) Given the reactants [NH2:1][C@@H:2]([CH2:33][C:34]1[CH:39]=[CH:38][CH:37]=[CH:36][CH:35]=1)[C@@H:3]([OH:32])[CH2:4][C@@H:5]([NH:19][C:20]([C@@H:22]([NH:27][C:28](=[O:31])[O:29][CH3:30])[C:23]([CH3:26])([CH3:25])[CH3:24])=[O:21])[CH2:6][C:7]1[CH:12]=[CH:11][C:10]([C:13]2[CH:18]=[CH:17][CH:16]=[CH:15][N:14]=2)=[CH:9][CH:8]=1.[OH:40][C@@H:41]([C:45](C)([S:47]([CH3:50])(=[O:49])=[O:48])[CH3:46])[C:42](O)=[O:43].CCOP(ON1N=NC2C=CC=CC=2C1=O)(OCC)=O.C(N(CC)C(C)C)(C)C, predict the reaction product. The product is: [OH:32][C@H:3]([C@@H:2]([NH:1][C:42](=[O:43])[C@@H:41]([OH:40])[CH:45]([S:47]([CH3:50])(=[O:49])=[O:48])[CH3:46])[CH2:33][C:34]1[CH:35]=[CH:36][CH:37]=[CH:38][CH:39]=1)[CH2:4][C@@H:5]([NH:19][C:20]([C@@H:22]([NH:27][C:28](=[O:31])[O:29][CH3:30])[C:23]([CH3:26])([CH3:25])[CH3:24])=[O:21])[CH2:6][C:7]1[CH:12]=[CH:11][C:10]([C:13]2[CH:18]=[CH:17][CH:16]=[CH:15][N:14]=2)=[CH:9][CH:8]=1. (6) Given the reactants [C:1]1([C:26]2[CH:31]=[CH:30][CH:29]=[CH:28][CH:27]=2)[CH:6]=[CH:5][CH:4]=[C:3]([C:7]2[O:8][C:9]([CH3:25])=[C:10]([CH2:12][CH2:13][O:14]S(C3C=CC(C)=CC=3)(=O)=O)[N:11]=2)[CH:2]=1.C([O:34][C:35](=[O:57])[C:36]([CH3:56])([O:45][C:46]1[CH:51]=[CH:50][C:49]([C:52]([CH3:55])([CH3:54])[CH3:53])=[CH:48][CH:47]=1)[CH2:37][C:38]1[CH:43]=[CH:42][C:41](O)=[CH:40][CH:39]=1)C, predict the reaction product. The product is: [C:1]1([C:26]2[CH:27]=[CH:28][CH:29]=[CH:30][CH:31]=2)[CH:6]=[CH:5][CH:4]=[C:3]([C:7]2[O:8][C:9]([CH3:25])=[C:10]([CH2:12][CH2:13][O:14][C:41]3[CH:40]=[CH:39][C:38]([CH2:37][C:36]([CH3:56])([O:45][C:46]4[CH:51]=[CH:50][C:49]([C:52]([CH3:55])([CH3:54])[CH3:53])=[CH:48][CH:47]=4)[C:35]([OH:57])=[O:34])=[CH:43][CH:42]=3)[N:11]=2)[CH:2]=1. (7) Given the reactants [CH3:1][O:2][C:3]1[CH:4]=[C:5]([CH2:9][CH2:10][C:11]2[NH:15][N:14]=[C:13]([NH2:16])[CH:12]=2)[CH:6]=[N:7][CH:8]=1.Cl[C:18]1[CH:23]=[CH:22][N:21]=[C:20]([NH:24][CH2:25][C:26]2[O:30][N:29]=[C:28]([CH3:31])[CH:27]=2)[N:19]=1.Cl, predict the reaction product. The product is: [CH3:1][O:2][C:3]1[CH:4]=[C:5]([CH2:9][CH2:10][C:11]2[NH:15][N:14]=[C:13]([NH:16][C:18]3[CH:23]=[CH:22][N:21]=[C:20]([NH:24][CH2:25][C:26]4[O:30][N:29]=[C:28]([CH3:31])[CH:27]=4)[N:19]=3)[CH:12]=2)[CH:6]=[N:7][CH:8]=1. (8) The product is: [F:46][C:24]1[CH:25]=[C:26]([C:29]2([OH:45])[CH2:34][CH2:33][N:32]([C:2]3[CH:3]=[CH:4][C:5]4[N:6]([C:8]([C:11]([F:14])([F:13])[F:12])=[N:9][N:10]=4)[N:7]=3)[CH2:31][CH2:30]2)[CH:27]=[CH:28][C:23]=1[OH:22]. Given the reactants Cl[C:2]1[CH:3]=[CH:4][C:5]2[N:6]([C:8]([C:11]([F:14])([F:13])[F:12])=[N:9][N:10]=2)[N:7]=1.C([O:22][C:23]1[CH:28]=[CH:27][C:26]([C:29]2([OH:45])[CH2:34][CH2:33][N:32](C(OCC3C=CC=CC=3)=O)[CH2:31][CH2:30]2)=[CH:25][C:24]=1[F:46])C1C=CC=CC=1, predict the reaction product. (9) Given the reactants CC([O:4][C@@H:5]1[C:19](=[O:20])[C@H:18]2[C@@:8]([CH3:27])([CH2:9][CH2:10][C@@H:11]3[C@:17]2([CH3:21])[CH2:16][C@@H:15]([C:22]2[CH:23]=[CH:24][O:25][CH:26]=2)[O:14][C:12]3=[O:13])[C@H:7]([C:28]([O:30][CH3:31])=[O:29])[CH2:6]1)=O.C([O-])([O-])=O.[Na+].[Na+], predict the reaction product. The product is: [CH3:31][O:30][C:28]([C@@H:7]1[CH2:6][C@H:5]([OH:4])[C:19](=[O:20])[C@H:18]2[C@@:8]1([CH3:27])[CH2:9][CH2:10][C@H:11]1[C@:17]2([CH3:21])[CH2:16][C@@H:15]([C:22]2[CH:23]=[CH:24][O:25][CH:26]=2)[O:14][C:12]1=[O:13])=[O:29]. (10) Given the reactants Cl[C:2]1[N:7]2[CH:8]=[N:9][CH:10]=[C:6]2[C:5]([O:11][CH2:12][C@@H:13]2[CH2:18][CH2:17][CH2:16][N:15]([CH2:19][CH:20]([OH:22])[CH3:21])[CH2:14]2)=[CH:4][C:3]=1[C:23]1[CH:30]=[CH:29][C:26]([C:27]#[N:28])=[CH:25][CH:24]=1.CC1(C)C(C)(C)OB([C:39]2[CH:40]=[C:41]3[O:48][CH2:47][CH2:46][O:45][C:42]3=[N:43][CH:44]=2)O1.C(=O)([O-])[O-].[Cs+].[Cs+].[F-].[Cs+], predict the reaction product. The product is: [O:48]1[C:41]2[C:42](=[N:43][CH:44]=[C:39]([C:2]3[N:7]4[CH:8]=[N:9][CH:10]=[C:6]4[C:5]([O:11][CH2:12][C@@H:13]4[CH2:18][CH2:17][CH2:16][N:15]([CH2:19][CH:20]([OH:22])[CH3:21])[CH2:14]4)=[CH:4][C:3]=3[C:23]3[CH:30]=[CH:29][C:26]([C:27]#[N:28])=[CH:25][CH:24]=3)[CH:40]=2)[O:45][CH2:46][CH2:47]1.